This data is from Full USPTO retrosynthesis dataset with 1.9M reactions from patents (1976-2016). The task is: Predict the reactants needed to synthesize the given product. (1) Given the product [F:46][C:47]([F:52])([F:51])[C:48]([OH:50])=[O:49].[CH3:1][N:2]1[C@@H:19]2[CH2:20][C:7]3[CH:8]=[CH:9][C:10]([O:22][CH3:23])=[C:11]4[O:12][C@H:13]5[C:14]([CH2:16][CH2:17][C@:18]2([OH:21])[C@:5]5([C:6]=34)[CH2:4][CH2:3]1)=[O:15].[CH3:1][N:2]([CH2:3][CH2:34][NH2:35])[C:38](=[O:41])[O-:39], predict the reactants needed to synthesize it. The reactants are: [CH3:1][N:2]1[C@@H:19]2[CH2:20][C:7]3[CH:8]=[CH:9][C:10]([O:22][CH3:23])=[C:11]4[O:12][C@H:13]5[C:14]([CH2:16][CH2:17][C@:18]2([OH:21])[C@:5]5([C:6]=34)[CH2:4][CH2:3]1)=[O:15].C[Si]([N-][Si](C)(C)C)(C)C.[K+].[C:34](Cl)(=O)[NH2:35].[C:38](=[O:41])(O)[O-:39].[Na+].C(Cl)Cl.[F:46][C:47]([F:52])([F:51])[C:48]([OH:50])=[O:49]. (2) Given the product [Br:1][C:2]1[CH:7]=[CH:6][C:5]([C:8](=[N:22][O:23][CH2:24][CH3:25])[CH:9]2[CH2:10][CH2:11][N:12]([C:15]3([CH3:21])[CH2:20][CH2:19][N:18]([C:38]([C:29]4[CH:28]=[C:27]([OH:26])[C:36]5[C:31](=[C:32]([CH3:37])[CH:33]=[CH:34][CH:35]=5)[N:30]=4)=[O:39])[CH2:17][CH2:16]3)[CH2:13][CH2:14]2)=[CH:4][CH:3]=1, predict the reactants needed to synthesize it. The reactants are: [Br:1][C:2]1[CH:7]=[CH:6][C:5]([C:8](=[N:22][O:23][CH2:24][CH3:25])[CH:9]2[CH2:14][CH2:13][N:12]([C:15]3([CH3:21])[CH2:20][CH2:19][NH:18][CH2:17][CH2:16]3)[CH2:11][CH2:10]2)=[CH:4][CH:3]=1.[OH:26][C:27]1[C:36]2[C:31](=[C:32]([CH3:37])[CH:33]=[CH:34][CH:35]=2)[N:30]=[C:29]([C:38](O)=[O:39])[CH:28]=1.CCN(CC)CC.CN(C(ON1N=NC2C=CC=NC1=2)=[N+](C)C)C.F[P-](F)(F)(F)(F)F. (3) Given the product [NH2:30][C:21]1[C:20]2[C:25](=[CH:26][C:17]([CH2:16][N:11]3[CH2:12][CH2:13][NH:8][CH2:9][C:10]3=[O:14])=[CH:18][CH:19]=2)[N:24]=[CH:23][N:22]=1, predict the reactants needed to synthesize it. The reactants are: C(OC([N:8]1[CH2:13][CH2:12][NH:11][C:10](=[O:14])[CH2:9]1)=O)(C)(C)C.Br[CH2:16][C:17]1[CH:26]=[C:25]2[C:20]([C:21](Cl)=[N:22][CH:23]=[N:24]2)=[CH:19][CH:18]=1.[H-].[Na+].[NH4+:30].[Cl-].